Dataset: Peptide-MHC class I binding affinity with 185,985 pairs from IEDB/IMGT. Task: Regression. Given a peptide amino acid sequence and an MHC pseudo amino acid sequence, predict their binding affinity value. This is MHC class I binding data. (1) The peptide sequence is WMTTEDMLTV. The MHC is HLA-A02:03 with pseudo-sequence HLA-A02:03. The binding affinity (normalized) is 0.665. (2) The peptide sequence is WPYIASRTSI. The MHC is HLA-B35:01 with pseudo-sequence HLA-B35:01. The binding affinity (normalized) is 0. (3) The peptide sequence is MEFWLVAAL. The MHC is HLA-B15:17 with pseudo-sequence HLA-B15:17. The binding affinity (normalized) is 0.0847. (4) The peptide sequence is AVISSEATTPV. The MHC is Patr-A0901 with pseudo-sequence Patr-A0901. The binding affinity (normalized) is 0.725.